Dataset: Forward reaction prediction with 1.9M reactions from USPTO patents (1976-2016). Task: Predict the product of the given reaction. (1) Given the reactants [F:1][C:2]([F:12])([F:11])[C:3]1[CH:4]=[C:5]([CH:8]=[CH:9][CH:10]=1)[CH2:6][OH:7].[N+](=[CH:15][C:16]([O:18][CH2:19][CH3:20])=[O:17])=[N-], predict the reaction product. The product is: [CH2:19]([O:18][C:16](=[O:17])[CH2:15][O:7][CH2:6][C:5]1[CH:8]=[CH:9][CH:10]=[C:3]([C:2]([F:11])([F:12])[F:1])[CH:4]=1)[CH3:20]. (2) Given the reactants [CH2:1]([C:5]1[CH:19]=[CH:18][C:8]([O:9][C:10]2[CH:17]=[CH:16][C:13]([C:14]#[N:15])=[CH:12][CH:11]=2)=[CH:7][CH:6]=1)[CH2:2][CH2:3][CH3:4].C1COCC1.[H-].[Al+3].[Li+].[H-].[H-].[H-].[OH-].[Na+], predict the reaction product. The product is: [CH2:1]([C:5]1[CH:19]=[CH:18][C:8]([O:9][C:10]2[CH:11]=[CH:12][C:13]([CH2:14][NH2:15])=[CH:16][CH:17]=2)=[CH:7][CH:6]=1)[CH2:2][CH2:3][CH3:4]. (3) The product is: [NH2:10][C:7]1[CH:8]=[CH:9][C:2]([O:19][C:13]2[CH:18]=[CH:17][CH:16]=[CH:15][CH:14]=2)=[C:3]([CH:6]=1)[C:4]#[N:5]. Given the reactants Cl[C:2]1[CH:9]=[CH:8][C:7]([N+:10]([O-])=O)=[CH:6][C:3]=1[C:4]#[N:5].[C:13]1([OH:19])[CH:18]=[CH:17][CH:16]=[CH:15][CH:14]=1, predict the reaction product. (4) Given the reactants Cl[C:2]1[N:7]=[C:6]([CH2:8][S:9]([CH3:12])(=[O:11])=[O:10])[CH:5]=[C:4]([N:13]2[CH2:18][CH2:17][O:16][CH2:15][CH2:14]2)[N:3]=1.[CH3:19][C:20]1[N:21](S(C2C=CC(C)=CC=2)(=O)=O)[C:22]2[C:27]([CH:28]=1)=[CH:26][C:25](B1OC(C)(C)C(C)(C)O1)=[CH:24][CH:23]=2.C(=O)([O-])[O-].[Na+].[Na+].[OH-].[Na+].Cl, predict the reaction product. The product is: [CH3:19][C:20]1[NH:21][C:22]2[C:27]([CH:28]=1)=[CH:26][C:25]([C:2]1[N:7]=[C:6]([CH2:8][S:9]([CH3:12])(=[O:11])=[O:10])[CH:5]=[C:4]([N:13]3[CH2:18][CH2:17][O:16][CH2:15][CH2:14]3)[N:3]=1)=[CH:24][CH:23]=2. (5) The product is: [OH:1][C@@H:2]1[CH2:6][C:5](=[O:7])[C@H:4]([CH2:8]/[CH:9]=[CH:10]\[CH2:11][CH2:12][CH2:13][C:14]([O:16][CH:17]([CH3:19])[CH3:18])=[O:15])[C@H:3]1/[CH:27]=[CH:26]/[C:20]1[CH:25]=[CH:24][CH:23]=[CH:22][CH:21]=1. Given the reactants [OH:1][C@@H:2]1[CH2:6][C:5](=[O:7])[C:4]([CH2:8]/[CH:9]=[CH:10]\[CH2:11][CH2:12][CH2:13][C:14]([O:16][CH:17]([CH3:19])[CH3:18])=[O:15])=[CH:3]1.[C:20]1(/[CH:26]=[CH:27]/B(O)O)[CH:25]=[CH:24][CH:23]=[CH:22][CH:21]=1.[OH-].[K+], predict the reaction product. (6) The product is: [NH2:1][C@@H:2]([CH2:23][CH:24]([CH3:26])[CH3:25])[CH2:3][O:4][C:5]1[CH:6]=[CH:7][C:8]2[C:18]3[C:13](=[C:14]([NH2:19])[N:15]=[CH:16][CH:17]=3)[CH2:12][O:11][C:9]=2[CH:10]=1. Given the reactants [NH2:1][C@@H:2]([CH2:23][CH:24]([CH3:26])[CH3:25])[CH2:3][O:4][C:5]1[CH:6]=[CH:7][C:8]2[C:18]3[C:13](=[C:14]([NH:19]C(=O)C)[N:15]=[CH:16][CH:17]=3)[CH2:12][O:11][C:9]=2[CH:10]=1.[OH-].[K+], predict the reaction product.